This data is from Cav3 T-type calcium channel HTS with 100,875 compounds. The task is: Binary Classification. Given a drug SMILES string, predict its activity (active/inactive) in a high-throughput screening assay against a specified biological target. (1) The compound is O(C1C(NC(C1O)CO)CCCCCCCCC(=O)CCCCO)C1OC(C(O)C(O)C1O)CO. The result is 0 (inactive). (2) The compound is O(c1c(NC(=O)c2[nH]c(c(c2C)C(=O)C)C)cc(OCC)cc1)CC. The result is 0 (inactive). (3) The result is 0 (inactive). The drug is s1c(C(=O)Nc2c(OC)cc(N)cc2)ccc1. (4) The drug is Clc1cc(NC(=O)N2CC(CCC2)C(OCC)=O)ccc1. The result is 0 (inactive). (5) The compound is O=C/1C=C(N(CC)CC)C=CC1=C\Nc1ccc(N(CC)CC)cc1. The result is 0 (inactive). (6) The compound is S(=O)(=O)(N(C)C)c1ccc(C(=O)N2CCN=C2SCc2cccnc2)cc1. The result is 0 (inactive). (7) The molecule is Clc1ccc(NC(=O)CSC(=O)N)cc1. The result is 0 (inactive). (8) The molecule is S(=O)(=O)(N1CCN(CC1)c1ccc(F)cc1)N1CCOCC1. The result is 0 (inactive). (9) The compound is S(c1nc(NCc2ccc(cc2)C)[nH]n1)C. The result is 0 (inactive).